From a dataset of Full USPTO retrosynthesis dataset with 1.9M reactions from patents (1976-2016). Predict the reactants needed to synthesize the given product. (1) Given the product [I:1][C:2]1[CH:10]=[CH:9][C:5]([C:6]([NH2:12])=[O:7])=[CH:4][CH:3]=1, predict the reactants needed to synthesize it. The reactants are: [I:1][C:2]1[CH:10]=[CH:9][C:5]([C:6](Cl)=[O:7])=[CH:4][CH:3]=1.[OH-].[NH4+:12].O. (2) The reactants are: [OH:1][CH2:2][CH:3]1[CH2:7][CH2:6][C:5](=[O:8])[CH2:4]1.N1C=CN=C1.[CH3:14][C:15]([Si:18](Cl)([CH3:20])[CH3:19])([CH3:17])[CH3:16]. Given the product [Si:18]([O:1][CH2:2][CH:3]1[CH2:7][CH2:6][C:5](=[O:8])[CH2:4]1)([C:15]([CH3:17])([CH3:16])[CH3:14])([CH3:20])[CH3:19], predict the reactants needed to synthesize it. (3) Given the product [CH2:17]([O:16][C:14]([C:2]1[CH:7]=[CH:6][C:5]([F:8])=[CH:4][N:3]=1)=[CH2:15])[CH3:18], predict the reactants needed to synthesize it. The reactants are: Br[C:2]1[CH:7]=[CH:6][C:5]([F:8])=[CH:4][N:3]=1.C([Sn](CCCC)(CCCC)[C:14]([O:16][CH2:17][CH3:18])=[CH2:15])CCC. (4) Given the product [CH3:8][O:9][C:10]1[CH:47]=[CH:46][C:13]2[NH:14][C:15]([NH:17][C@H:18]([C:39]([OH:41])=[O:40])[CH2:19][C:20]3[CH:25]=[CH:24][C:23]([O:26][CH2:27][CH2:28][CH2:29][C:30](=[O:38])[NH:31][C:32]4[NH:33][CH2:34][CH2:35][CH2:36][N:37]=4)=[CH:22][CH:21]=3)=[N:16][C:12]=2[CH:11]=1, predict the reactants needed to synthesize it. The reactants are: FC(F)(F)C(O)=O.[CH3:8][O:9][C:10]1[CH:47]=[CH:46][C:13]2[NH:14][C:15]([NH:17][C@H:18]([C:39]([O:41]C(C)(C)C)=[O:40])[CH2:19][C:20]3[CH:25]=[CH:24][C:23]([O:26][CH2:27][CH2:28][CH2:29][C:30](=[O:38])[NH:31][C:32]4[NH:33][CH2:34][CH2:35][CH2:36][N:37]=4)=[CH:22][CH:21]=3)=[N:16][C:12]=2[CH:11]=1.C1(C)C=CC=CC=1.